This data is from Full USPTO retrosynthesis dataset with 1.9M reactions from patents (1976-2016). The task is: Predict the reactants needed to synthesize the given product. (1) Given the product [S:9]1[C:10]2[CH:16]=[CH:15][CH:14]=[CH:13][C:11]=2[N:12]=[C:8]1[C:7]1[C:6]([NH:31][CH2:30][CH:28]2[CH2:27][O:26][C:25]([CH3:32])([CH3:24])[O:29]2)=[N:5][C:4]([N:18]2[CH2:23][CH2:22][O:21][CH2:20][CH2:19]2)=[N:3][C:2]=1[Cl:1], predict the reactants needed to synthesize it. The reactants are: [Cl:1][C:2]1[C:7]([C:8]2[S:9][C:10]3[CH:16]=[CH:15][CH:14]=[CH:13][C:11]=3[N:12]=2)=[C:6](Cl)[N:5]=[C:4]([N:18]2[CH2:23][CH2:22][O:21][CH2:20][CH2:19]2)[N:3]=1.[CH3:24][C:25]1([CH3:32])[O:29][CH:28]([CH2:30][NH2:31])[CH2:27][O:26]1. (2) Given the product [O:49]=[C:48]([N:50]1[CH2:51][CH2:52][N:53]([C:56](=[O:67])[C:57]2[CH:62]=[CH:61][CH:60]=[CH:59][C:58]=2[C:63]([F:66])([F:65])[F:64])[CH2:54][CH2:55]1)[CH2:47][NH:46][C:21]([C:18]1[CH:19]=[CH:20][N:16]([C:10]2[CH:11]=[CH:12][CH:13]=[CH:14][CH:15]=2)[N:17]=1)=[O:23], predict the reactants needed to synthesize it. The reactants are: CCN(C(C)C)C(C)C.[C:10]1([N:16]2[CH:20]=[CH:19][C:18]([C:21]([OH:23])=O)=[N:17]2)[CH:15]=[CH:14][CH:13]=[CH:12][CH:11]=1.C1C=CC2N(O)N=NC=2C=1.CCN=C=NCCCN(C)C.Cl.[NH2:46][CH2:47][C:48]([N:50]1[CH2:55][CH2:54][N:53]([C:56](=[O:67])[C:57]2[CH:62]=[CH:61][CH:60]=[CH:59][C:58]=2[C:63]([F:66])([F:65])[F:64])[CH2:52][CH2:51]1)=[O:49].